From a dataset of Forward reaction prediction with 1.9M reactions from USPTO patents (1976-2016). Predict the product of the given reaction. Given the reactants Br[C:2]1[N:7]=[C:6]([C:8]2[NH:9][C:10](=[O:17])[C:11]3[CH:16]=[CH:15][S:14][C:12]=3[N:13]=2)[CH:5]=[CH:4][CH:3]=1.[Br-].[CH2:19]([Zn+])[C:20]1[CH:25]=[CH:24][CH:23]=[CH:22][CH:21]=1, predict the reaction product. The product is: [CH2:19]([C:2]1[N:7]=[C:6]([C:8]2[NH:9][C:10](=[O:17])[C:11]3[CH:16]=[CH:15][S:14][C:12]=3[N:13]=2)[CH:5]=[CH:4][CH:3]=1)[C:20]1[CH:25]=[CH:24][CH:23]=[CH:22][CH:21]=1.